From a dataset of Forward reaction prediction with 1.9M reactions from USPTO patents (1976-2016). Predict the product of the given reaction. (1) Given the reactants [CH2:1]([O:5][CH2:6][CH2:7][O:8][C:9]1[CH:14]=[CH:13][C:12]([C:15]2[CH:16]=[CH:17][C:18]3[NH:24][CH2:23][CH2:22][C:21]([C:25]([NH:27][C:28]4[CH:33]=[CH:32][C:31]([C@H:34]([OH:42])[C:35]5[CH:40]=[CH:39][CH:38]=[CH:37][N+:36]=5[O-:41])=[CH:30][CH:29]=4)=[O:26])=[CH:20][C:19]=3[CH:43]=2)=[CH:11][CH:10]=1)[CH2:2][CH2:3][CH3:4].[O:44]1[CH:48]=[CH:47][CH:46]=[C:45]1C=O.C(O[BH-](OC(=O)C)OC(=O)C)(=O)C.[Na+].C(O)(=O)C, predict the reaction product. The product is: [CH2:1]([O:5][CH2:6][CH2:7][O:8][C:9]1[CH:10]=[CH:11][C:12]([C:15]2[CH:16]=[CH:17][C:18]3[N:24]([C:45]4[O:44][CH:48]=[CH:47][CH:46]=4)[CH2:23][CH2:22][C:21]([C:25]([NH:27][C:28]4[CH:29]=[CH:30][C:31]([C@H:34]([OH:42])[C:35]5[CH:40]=[CH:39][CH:38]=[CH:37][N+:36]=5[O-:41])=[CH:32][CH:33]=4)=[O:26])=[CH:20][C:19]=3[CH:43]=2)=[CH:13][CH:14]=1)[CH2:2][CH2:3][CH3:4]. (2) Given the reactants [C:12]([O:11][C:9](O[C:9]([O:11][C:12]([CH3:15])([CH3:14])[CH3:13])=[O:10])=[O:10])([CH3:15])([CH3:14])[CH3:13].[Cl:16][C:17]1[NH:21][C:20]2[CH:22]=[CH:23][C:24]([O:26][CH3:27])=[CH:25][C:19]=2[N:18]=1.CN(C1C=CC=CN=1)C, predict the reaction product. The product is: [Cl:16][C:17]1[N:21]([C:9]([O:11][C:12]([CH3:13])([CH3:14])[CH3:15])=[O:10])[C:20]2[CH:22]=[CH:23][C:24]([O:26][CH3:27])=[CH:25][C:19]=2[N:18]=1. (3) Given the reactants [N+:1]([C:4]1[CH:13]=[CH:12][C:7]([C:8]([NH:10][NH2:11])=[O:9])=[CH:6][CH:5]=1)([O-:3])=[O:2].[CH2:14](OC(OCC)(OCC)C)[CH3:15], predict the reaction product. The product is: [CH3:14][C:15]1[O:9][C:8]([C:7]2[CH:12]=[CH:13][C:4]([N+:1]([O-:3])=[O:2])=[CH:5][CH:6]=2)=[N:10][N:11]=1. (4) Given the reactants [CH3:1][O:2][C:3]1[CH:8]=[CH:7][C:6](O)=[CH:5][CH:4]=1.N12CCCNC1CCCC=C2.[CH3:21][C:22]([OH:26])([CH:24]=[CH2:25])[CH3:23].FC(F)(F)C(OC(=O)C(F)(F)F)=O.CC1(C)OC2=CC3C(C)=CC(C#N)=NC=3C=C2C=C1.[Cl-].[NH4+], predict the reaction product. The product is: [CH3:21][C:22]([CH3:23])([O:26][C:6]1[CH:7]=[CH:8][C:3]([O:2][CH3:1])=[CH:4][CH:5]=1)[CH:24]=[CH2:25].